Dataset: Forward reaction prediction with 1.9M reactions from USPTO patents (1976-2016). Task: Predict the product of the given reaction. (1) Given the reactants [F:1][C:2]1[CH:7]=[CH:6][C:5]([CH:8](O)[C:9]2[CH:23]=[CH:22][C:12]([C:13]([N:15]([CH:19]([CH3:21])[CH3:20])[CH:16]([CH3:18])[CH3:17])=[O:14])=[CH:11][CH:10]=2)=[CH:4][C:3]=1[O:25][CH3:26].CCN(CC)CC.C([N:41]1[CH2:46][CH2:45][NH:44][CH2:43][CH2:42]1)(OC(C)(C)C)=O.C(O)(C(F)(F)F)=O, predict the reaction product. The product is: [F:1][C:2]1[CH:7]=[CH:6][C:5]([CH:8]([N:41]2[CH2:46][CH2:45][NH:44][CH2:43][CH2:42]2)[C:9]2[CH:23]=[CH:22][C:12]([C:13]([N:15]([CH:19]([CH3:21])[CH3:20])[CH:16]([CH3:18])[CH3:17])=[O:14])=[CH:11][CH:10]=2)=[CH:4][C:3]=1[O:25][CH3:26]. (2) Given the reactants [CH3:1][C:2]1[CH:7]=[C:6]([N:8]2[CH2:12][CH2:11][CH:10]([CH2:13][N:14]3[CH2:18][CH2:17][CH2:16][CH:15]3[CH3:19])[CH2:9]2)[CH:5]=[CH:4][C:3]=1[NH2:20].[OH:21][C:22]1[C:31]2[C:26](=[N:27][C:28]([CH3:32])=[CH:29][CH:30]=2)[N:25]=[CH:24][C:23]=1[C:33](O)=[O:34], predict the reaction product. The product is: [CH3:1][C:2]1[CH:7]=[C:6]([N:8]2[CH2:12][CH2:11][CH:10]([CH2:13][N:14]3[CH2:18][CH2:17][CH2:16][CH:15]3[CH3:19])[CH2:9]2)[CH:5]=[CH:4][C:3]=1[NH:20][C:33]([C:23]1[CH:24]=[N:25][C:26]2[C:31]([C:22]=1[OH:21])=[CH:30][CH:29]=[C:28]([CH3:32])[N:27]=2)=[O:34].